From a dataset of Full USPTO retrosynthesis dataset with 1.9M reactions from patents (1976-2016). Predict the reactants needed to synthesize the given product. (1) Given the product [Cl:23][C:18]1[CH:19]=[CH:20][CH:21]=[CH:22][C:17]=1[N:14]1[C:15]2[C:10](=[C:9]([C:25]3[CH:30]=[CH:29][CH:28]=[CH:27][C:26]=3[Cl:31])[CH:8]=[C:7]([NH:40][CH2:39][CH2:38][NH:37][CH:34]([CH3:36])[CH3:35])[CH:16]=2)[CH:11]=[CH:12][C:13]1=[O:24], predict the reactants needed to synthesize it. The reactants are: FC(F)(F)S(O[C:7]1[CH:16]=[C:15]2[C:10]([CH:11]=[CH:12][C:13](=[O:24])[N:14]2[C:17]2[CH:22]=[CH:21][CH:20]=[CH:19][C:18]=2[Cl:23])=[C:9]([C:25]2[CH:30]=[CH:29][CH:28]=[CH:27][C:26]=2[Cl:31])[CH:8]=1)(=O)=O.[CH:34]([NH:37][CH2:38][CH2:39][NH2:40])([CH3:36])[CH3:35].C1C=CC(P(C2C(C3C(P(C4C=CC=CC=4)C4C=CC=CC=4)=CC=C4C=3C=CC=C4)=C3C(C=CC=C3)=CC=2)C2C=CC=CC=2)=CC=1.C(=O)([O-])[O-].[Cs+].[Cs+]. (2) Given the product [CH2:57]([NH:56][C:54]([C:53]1[CH:64]=[CH:65][C:66]([CH3:67])=[C:51]([NH:50][C:16]([CH:7]2[CH2:6][C:5]3[C:10](=[CH:11][C:12]([O:13][CH3:14])=[C:3]([O:2][CH3:1])[CH:4]=3)[NH:9][C:8]2=[O:15])=[O:18])[CH:52]=1)=[O:55])[C:58]1[CH:59]=[CH:60][CH:61]=[CH:62][CH:63]=1, predict the reactants needed to synthesize it. The reactants are: [CH3:1][O:2][C:3]1[CH:4]=[C:5]2[C:10](=[CH:11][C:12]=1[O:13][CH3:14])[NH:9][C:8](=[O:15])[CH:7]([C:16]([OH:18])=O)[CH2:6]2.CN(C(ON1N=NC2C=CC=NC1=2)=[N+](C)C)C.F[P-](F)(F)(F)(F)F.C(N(CC)CC)C.[NH2:50][C:51]1[CH:52]=[C:53]([CH:64]=[CH:65][C:66]=1[CH3:67])[C:54]([NH:56][CH2:57][C:58]1[CH:63]=[CH:62][CH:61]=[CH:60][CH:59]=1)=[O:55]. (3) Given the product [Br:13][C:14]1[CH:15]=[CH:16][C:17]([O:24][CH3:25])=[C:18]([S:20]([NH:1][C:2]2[S:3][CH:4]=[C:5]([CH2:7][C:8]([O:10][CH2:11][CH3:12])=[O:9])[N:6]=2)(=[O:21])=[O:22])[CH:19]=1, predict the reactants needed to synthesize it. The reactants are: [NH2:1][C:2]1[S:3][CH:4]=[C:5]([CH2:7][C:8]([O:10][CH2:11][CH3:12])=[O:9])[N:6]=1.[Br:13][C:14]1[CH:15]=[CH:16][C:17]([O:24][CH3:25])=[C:18]([S:20](Cl)(=[O:22])=[O:21])[CH:19]=1. (4) Given the product [Cl:3][C:4]1[C:5]([C:15]#[N:16])=[C:6]([CH:12]=[CH:13][CH:14]=1)[C:7]([OH:9])=[O:8], predict the reactants needed to synthesize it. The reactants are: [OH-].[Li+].[Cl:3][C:4]1[C:5]([C:15]#[N:16])=[C:6]([CH:12]=[CH:13][CH:14]=1)[C:7]([O:9]CC)=[O:8].